This data is from Full USPTO retrosynthesis dataset with 1.9M reactions from patents (1976-2016). The task is: Predict the reactants needed to synthesize the given product. The reactants are: [C:1]1([C:5]([OH:7])=[O:6])[CH2:4][CH2:3][CH:2]=1.C1(N=C=NC2CCCCC2)CCCCC1.[CH2:23]([O:29][C:30]1[CH:39]=[CH:38][CH:37]=[C:36]2[C:31]=1[CH:32]=[CH:33][CH:34]=[C:35]2[O:40][CH2:41][CH2:42][CH2:43][CH2:44][CH2:45][CH2:46][CH2:47][CH2:48][CH2:49][CH2:50][CH2:51]O)[CH2:24][CH2:25][CH2:26][CH2:27][CH3:28].CN(C1C=CC=CN=1)C. Given the product [C:1]1([C:5]([O:7][CH2:51][CH2:50][CH2:49][CH2:48][CH2:47][CH2:46][CH2:45][CH2:44][CH2:43][CH2:42][CH2:41][O:40][C:35]2[C:36]3[C:31](=[C:30]([O:29][CH2:23][CH2:24][CH2:25][CH2:26][CH2:27][CH3:28])[CH:39]=[CH:38][CH:37]=3)[CH:32]=[CH:33][CH:34]=2)=[O:6])[CH2:4][CH2:3][CH:2]=1, predict the reactants needed to synthesize it.